Task: Regression. Given a peptide amino acid sequence and an MHC pseudo amino acid sequence, predict their binding affinity value. This is MHC class I binding data.. Dataset: Peptide-MHC class I binding affinity with 185,985 pairs from IEDB/IMGT The peptide sequence is STLNFNNLR. The MHC is HLA-A11:01 with pseudo-sequence HLA-A11:01. The binding affinity (normalized) is 1.00.